This data is from Full USPTO retrosynthesis dataset with 1.9M reactions from patents (1976-2016). The task is: Predict the reactants needed to synthesize the given product. (1) Given the product [N:1]1([CH2:15][C:16]2[N:17]=[C:18]3[CH:23]=[CH:22][CH:21]=[C:20]([N:24]4[CH2:25][CH2:26][N:27]([CH2:30][CH2:31][NH2:32])[CH2:28][CH2:29]4)[N:19]3[CH:40]=2)[C@H:14]2[C@H:5]([CH2:6][CH2:7][C:8]3[C:13]2=[N:12][CH:11]=[CH:10][CH:9]=3)[CH2:4][CH2:3][CH2:2]1, predict the reactants needed to synthesize it. The reactants are: [N:1]1([CH2:15][C:16]2[N:17]=[C:18]3[CH:23]=[CH:22][CH:21]=[C:20]([N:24]4[CH2:29][CH2:28][N:27]([CH2:30][CH2:31][NH:32]C(=O)OC(C)(C)C)[CH2:26][CH2:25]4)[N:19]3[CH:40]=2)[C@H:14]2[C@H:5]([CH2:6][CH2:7][C:8]3[C:13]2=[N:12][CH:11]=[CH:10][CH:9]=3)[CH2:4][CH2:3][CH2:2]1.FC(F)(F)C(O)=O. (2) Given the product [CH3:1][C:2]1[CH:7]=[CH:6][C:5]([C:8]2[CH2:13][CH2:12][CH2:11][CH2:10][C:9]=2[C:14]([NH:17][C:18]2[CH:51]=[CH:50][C:21]([O:22][CH2:23][CH2:24][N:25]3[C:29]([NH:30][C:31]([C:44]4[CH:49]=[CH:48][CH:47]=[CH:46][CH:45]=4)([C:38]4[CH:39]=[CH:40][CH:41]=[CH:42][CH:43]=4)[C:32]4[CH:37]=[CH:36][CH:35]=[CH:34][CH:33]=4)=[CH:28][CH:27]=[N:26]3)=[CH:20][CH:19]=2)=[O:15])=[CH:4][CH:3]=1, predict the reactants needed to synthesize it. The reactants are: [CH3:1][C:2]1[CH:7]=[CH:6][C:5]([C:8]2[CH2:13][CH2:12][CH2:11][CH2:10][C:9]=2[C:14](O)=[O:15])=[CH:4][CH:3]=1.[NH2:17][C:18]1[CH:51]=[CH:50][C:21]([O:22][CH2:23][CH2:24][N:25]2[C:29]([NH:30][C:31]([C:44]3[CH:49]=[CH:48][CH:47]=[CH:46][CH:45]=3)([C:38]3[CH:43]=[CH:42][CH:41]=[CH:40][CH:39]=3)[C:32]3[CH:37]=[CH:36][CH:35]=[CH:34][CH:33]=3)=[CH:28][CH:27]=[N:26]2)=[CH:20][CH:19]=1.O.ON1C2C=CC=CC=2N=N1.Cl.CN(C)CCCN=C=NCC.